Dataset: Full USPTO retrosynthesis dataset with 1.9M reactions from patents (1976-2016). Task: Predict the reactants needed to synthesize the given product. (1) The reactants are: Cl[C:2]1[N:7]=[C:6]([Cl:8])[N:5]=[C:4]([NH:9][CH2:10][C:11]#[CH:12])[N:3]=1.CN.C1COCC1.[CH3:20][NH:21]C1N=C(NCCC)N=C(NCC#C)N=1. Given the product [Cl:8][C:6]1[N:7]=[C:2]([NH:21][CH3:20])[N:3]=[C:4]([NH:9][CH2:10][C:11]#[CH:12])[N:5]=1, predict the reactants needed to synthesize it. (2) Given the product [CH2:20]([O:19][C:17]([C:16]1[C:15](=[O:31])[C:29]2[C:24](=[C:25]([I:30])[CH:26]=[CH:27][CH:28]=2)[NH:23][CH:22]=1)=[O:18])[CH3:21], predict the reactants needed to synthesize it. The reactants are: C1(C)C=CC(S(O)(=O)=O)=CC=1.C(O[C:15](=[O:31])[C:16](=[CH:22][NH:23][C:24]1[CH:29]=[CH:28][CH:27]=[CH:26][C:25]=1[I:30])[C:17]([O:19][CH2:20][CH3:21])=[O:18])C. (3) Given the product [CH3:2][O:3][C:4]1[CH:5]=[CH:6][C:7]([CH:10]2[CH2:11][CH2:12][CH2:13][NH:14][CH2:15][CH2:16]2)=[CH:8][CH:9]=1, predict the reactants needed to synthesize it. The reactants are: Cl.[CH3:2][O:3][C:4]1[CH:9]=[CH:8][C:7]([C:10]2[CH2:11][CH2:12][CH2:13][NH:14][CH2:15][CH:16]=2)=[CH:6][CH:5]=1.[H][H]. (4) Given the product [CH3:16][N:17]([C:9]([N:11]=[C:12]([NH2:14])[NH2:13])=[NH:10])[CH3:18].[ClH:15], predict the reactants needed to synthesize it. The reactants are: C1(C)C(C)=CC=CC=1.[C:9]([N:11]=[C:12]([NH2:14])[NH2:13])#[N:10].[ClH:15].[CH3:16][NH:17][CH3:18].N#N. (5) Given the product [CH3:1][C:2]1[CH:7]=[CH:6][C:5]([C:8]([C:10]2[CH:15]=[CH:14][C:13]([CH3:16])=[CH:12][CH:11]=2)=[N:18][OH:19])=[CH:4][CH:3]=1, predict the reactants needed to synthesize it. The reactants are: [CH3:1][C:2]1[CH:7]=[CH:6][C:5]([C:8]([C:10]2[CH:15]=[CH:14][C:13]([CH3:16])=[CH:12][CH:11]=2)=O)=[CH:4][CH:3]=1.Cl.[NH2:18][OH:19].O. (6) Given the product [C:25]([O:8][CH2:7][C:6]([CH2:1][CH2:2][CH:3]([CH3:5])[CH3:4])([CH:11]([CH3:13])[CH3:12])[CH2:9][O:10][C:14](=[O:18])[CH:15]=[CH2:16])(=[O:27])[CH:19]=[CH2:20], predict the reactants needed to synthesize it. The reactants are: [CH2:1]([C:6]([CH:11]([CH3:13])[CH3:12])([CH2:9][OH:10])[CH2:7][OH:8])[CH2:2][CH:3]([CH3:5])[CH3:4].[C:14]([OH:18])(=O)[CH:15]=[CH2:16].[C:19]1([CH3:25])C=CC=C[CH:20]=1.S(=O)(=O)(O)[OH:27].